From a dataset of Catalyst prediction with 721,799 reactions and 888 catalyst types from USPTO. Predict which catalyst facilitates the given reaction. (1) Reactant: [O:1]1[CH:5]=[CH:4][C:3]([C:6]([OH:8])=O)=[CH:2]1.Cl.CN(C)CCCN=C=NCC.[O:21]1[CH2:26][CH2:25][CH2:24][CH2:23][CH:22]1[N:27]1[C:35]2[C:30](=[CH:31][C:32]([C:36]3[N:40]=[CH:39][N:38]([C:41]([C:54]4[CH:59]=[CH:58][CH:57]=[CH:56][CH:55]=4)([C:48]4[CH:53]=[CH:52][CH:51]=[CH:50][CH:49]=4)[C:42]4[CH:47]=[CH:46][CH:45]=[CH:44][CH:43]=4)[N:37]=3)=[CH:33][CH:34]=2)[C:29]([C:60]2[CH:61]=[C:62]([NH2:66])[CH:63]=[CH:64][CH:65]=2)=[N:28]1. Product: [O:1]1[CH:5]=[CH:4][C:3]([C:6]([NH:66][C:62]2[CH:63]=[CH:64][CH:65]=[C:60]([C:29]3[C:30]4[C:35](=[CH:34][CH:33]=[C:32]([C:36]5[N:40]=[CH:39][N:38]([C:41]([C:42]6[CH:43]=[CH:44][CH:45]=[CH:46][CH:47]=6)([C:48]6[CH:53]=[CH:52][CH:51]=[CH:50][CH:49]=6)[C:54]6[CH:59]=[CH:58][CH:57]=[CH:56][CH:55]=6)[N:37]=5)[CH:31]=4)[N:27]([CH:22]4[CH2:23][CH2:24][CH2:25][CH2:26][O:21]4)[N:28]=3)[CH:61]=2)=[O:8])=[CH:2]1. The catalyst class is: 4. (2) Reactant: C(=O)([O-])[O-].[K+].[K+].Br[CH2:8][C:9]([NH2:11])=[O:10].[OH:12][C:13]1[CH:14]=[CH:15][C:16]([C:19]2[N:23]([C:24]3[CH:25]=[N:26][CH:27]=[CH:28][CH:29]=3)[N:22]=[C:21]([C:30]([N:32]3[CH2:37][CH2:36][C:35]([F:39])([F:38])[CH2:34][CH2:33]3)=[O:31])[CH:20]=2)=[N:17][CH:18]=1. Product: [C:9]([CH2:8][O:12][C:13]1[CH:14]=[CH:15][C:16]([C:19]2[N:23]([C:24]3[CH:25]=[N:26][CH:27]=[CH:28][CH:29]=3)[N:22]=[C:21]([C:30]([N:32]3[CH2:33][CH2:34][C:35]([F:39])([F:38])[CH2:36][CH2:37]3)=[O:31])[CH:20]=2)=[N:17][CH:18]=1)(=[O:10])[NH2:11]. The catalyst class is: 9. (3) Reactant: [NH2:1][C:2]1[CH:7]=[CH:6][C:5]([C:8]2[N:12]=[C:11]([C:13]3[S:14][CH:15]=[CH:16][C:17]=3[Cl:18])[O:10][N:9]=2)=[CH:4][CH:3]=1.N([O-])=O.[Na+].[N-:23]=[N+:24]=[N-].[Na+]. Product: [N:1]([C:2]1[CH:7]=[CH:6][C:5]([C:8]2[N:12]=[C:11]([C:13]3[S:14][CH:15]=[CH:16][C:17]=3[Cl:18])[O:10][N:9]=2)=[CH:4][CH:3]=1)=[N+:23]=[N-:24]. The catalyst class is: 86. (4) Reactant: Br[CH2:2][CH2:3][CH2:4][OH:5].[CH3:6][O:7][C:8]1[CH:13]=[C:12]([N+:14]([O-:16])=[O:15])[CH:11]=[CH:10][C:9]=1[SH:17].C([O-])([O-])=O.[K+].[K+]. Product: [CH3:6][O:7][C:8]1[CH:13]=[C:12]([N+:14]([O-:16])=[O:15])[CH:11]=[CH:10][C:9]=1[S:17][CH2:2][CH2:3][CH2:4][OH:5]. The catalyst class is: 21.